This data is from Forward reaction prediction with 1.9M reactions from USPTO patents (1976-2016). The task is: Predict the product of the given reaction. (1) Given the reactants [CH2:1](Br)[C:2]#[CH:3].[OH:5][C:6]1[CH:15]=[CH:14][C:9]([C:10]([O:12][CH3:13])=[O:11])=[CH:8][CH:7]=1.C(=O)([O-])[O-].[K+].[K+], predict the reaction product. The product is: [CH3:13][O:12][C:10](=[O:11])[C:9]1[CH:8]=[CH:7][C:6]([O:5][CH2:3][C:2]#[CH:1])=[CH:15][CH:14]=1. (2) Given the reactants [C:1]([NH:8][CH2:9][CH2:10][NH2:11])([O:3]C(C)(C)C)=O.[C:12]1([CH3:21])[CH:17]=[CH:16][CH:15]=[C:14]([N:18]=C=O)[CH:13]=1, predict the reaction product. The product is: [CH3:21][C:12]1[CH:13]=[C:14]([NH:18][C:1]([NH:8][CH2:9][CH2:10][NH2:11])=[O:3])[CH:15]=[CH:16][CH:17]=1. (3) The product is: [Cl:1][C:2]1[N:3]([C:11]2[CH:16]=[CH:15][C:14]([O:17][CH2:18][CH2:19][CH2:20][N:22]3[CH2:32][CH2:31][CH:25]([C:26]([O:28][CH3:29])=[O:27])[CH2:24][CH2:23]3)=[CH:13][CH:12]=2)[N:4]=[C:5]2[C:10]=1[CH:9]=[CH:8][CH:7]=[CH:6]2. Given the reactants [Cl:1][C:2]1[N:3]([C:11]2[CH:16]=[CH:15][C:14]([O:17][CH2:18][CH2:19][CH2:20]Cl)=[CH:13][CH:12]=2)[N:4]=[C:5]2[C:10]=1[CH:9]=[CH:8][CH:7]=[CH:6]2.[NH:22]1[CH2:32][CH2:31][CH:25]([C:26]([O:28][CH2:29]C)=[O:27])[CH2:24][CH2:23]1, predict the reaction product. (4) Given the reactants [C:1]([C:3]1[CH:4]=[C:5]([NH:9][C:10]([NH2:12])=[S:11])[CH:6]=[CH:7][CH:8]=1)#[N:2].[C:13]([CH2:15][C:16](OCC)=[O:17])#[N:14].[O-]CC.[Na+].S(=O)(=O)(O)O, predict the reaction product. The product is: [NH2:14][C:13]1[N:9]([C:5]2[CH:4]=[C:3]([CH:8]=[CH:7][CH:6]=2)[C:1]#[N:2])[C:10](=[S:11])[NH:12][C:16](=[O:17])[CH:15]=1. (5) Given the reactants Cl.[F:2][C:3]1[CH:19]=[CH:18][C:6]([O:7][CH2:8][CH2:9][NH:10]C(=O)OC(C)(C)C)=[C:5]([C@H:20]2[CH2:24][CH2:23][CH2:22][N:21]2[C:25]2[CH:30]=[CH:29][N:28]3[N:31]=[CH:32][C:33]([CH:34]=[O:35])=[C:27]3[N:26]=2)[CH:4]=1, predict the reaction product. The product is: [NH2:10][CH2:9][CH2:8][O:7][C:6]1[CH:18]=[CH:19][C:3]([F:2])=[CH:4][C:5]=1[C@H:20]1[CH2:24][CH2:23][CH2:22][N:21]1[C:25]1[CH:30]=[CH:29][N:28]2[N:31]=[CH:32][C:33]([CH:34]=[O:35])=[C:27]2[N:26]=1. (6) Given the reactants [CH3:1][O:2][C:3]1[CH:4]=[C:5]([CH:9]2[NH:13][C:12]([CH3:15])([CH3:14])[CH2:11][O:10]2)[CH:6]=[CH:7][CH:8]=1.C([Li])CCC.[C:21](Cl)(=[O:28])[C:22]1[CH:27]=[CH:26][CH:25]=[CH:24][CH:23]=1, predict the reaction product. The product is: [C:22]1([C:21]([C:4]2[C:5]([C:9]3[O:10][CH2:11][C:12]([CH3:15])([CH3:14])[N:13]=3)=[CH:6][CH:7]=[CH:8][C:3]=2[O:2][CH3:1])=[O:28])[CH:27]=[CH:26][CH:25]=[CH:24][CH:23]=1. (7) Given the reactants Br[C:2]1[C:10]2[O:9][C:8]([NH:11][C:12]3[CH:22]=[CH:21][C:15]([C:16]([N:18]([CH3:20])[CH3:19])=[O:17])=[C:14]([CH3:23])[CH:13]=3)=[N:7][C:6]=2[CH:5]=[CH:4][CH:3]=1.[F:24][C:25]1[CH:39]=[C:38](B2OC(C)(C)C(C)(C)O2)[CH:37]=[C:36]([F:49])[C:26]=1[CH2:27][N:28]1[CH2:33][CH2:32][S:31](=[O:35])(=[O:34])[CH2:30][CH2:29]1.[O-]P([O-])([O-])=O.[K+].[K+].[K+].O, predict the reaction product. The product is: [O:35]=[S:31]1(=[O:34])[CH2:32][CH2:33][N:28]([CH2:27][C:26]2[C:36]([F:49])=[CH:37][C:38]([C:2]3[C:10]4[O:9][C:8]([NH:11][C:12]5[CH:22]=[CH:21][C:15]([C:16]([N:18]([CH3:20])[CH3:19])=[O:17])=[C:14]([CH3:23])[CH:13]=5)=[N:7][C:6]=4[CH:5]=[CH:4][CH:3]=3)=[CH:39][C:25]=2[F:24])[CH2:29][CH2:30]1. (8) Given the reactants [NH2:1][C:2]1[CH:7]=[CH:6][CH:5]=[CH:4][CH:3]=1.[S:8](N)([NH2:11])(=[O:10])=[O:9].[Cl-].[Na+].C(OCC)(=O)C, predict the reaction product. The product is: [C:2]1([NH:1][S:8]([NH2:11])(=[O:10])=[O:9])[CH:7]=[CH:6][CH:5]=[CH:4][CH:3]=1.